Regression/Classification. Given a drug SMILES string, predict its absorption, distribution, metabolism, or excretion properties. Task type varies by dataset: regression for continuous measurements (e.g., permeability, clearance, half-life) or binary classification for categorical outcomes (e.g., BBB penetration, CYP inhibition). Dataset: cyp1a2_veith. From a dataset of CYP1A2 inhibition data for predicting drug metabolism from PubChem BioAssay. The drug is CCCCc1nc2ccccc2c(=O)n1-c1ccccc1[N+](=O)[O-]. The result is 1 (inhibitor).